This data is from Forward reaction prediction with 1.9M reactions from USPTO patents (1976-2016). The task is: Predict the product of the given reaction. Given the reactants [CH2:1]1[CH2:10][C:8](=O)[C:4]2[CH:5]=[CH:6][S:7][C:3]=2[CH2:2]1.C[Si]([C:15]#[N:16])(C)C, predict the reaction product. The product is: [C:15]([C:8]1[C:4]2[CH:5]=[CH:6][S:7][C:3]=2[CH2:2][CH2:1][CH:10]=1)#[N:16].